Predict the reactants needed to synthesize the given product. From a dataset of Full USPTO retrosynthesis dataset with 1.9M reactions from patents (1976-2016). (1) Given the product [O:1]([CH2:8][C@@H:9]1[CH2:13][CH2:12][CH2:11][N:10]1[S:14]([C:17]1[CH:25]=[CH:24][C:23]2[N:22]3[CH2:33][C:34]4([CH2:38][CH2:37][CH2:36][CH2:35]4)[CH2:39][N:40]=[C:21]3[C:20](=[O:31])[C:19]=2[CH:18]=1)(=[O:16])=[O:15])[C:2]1[CH:7]=[CH:6][CH:5]=[CH:4][CH:3]=1, predict the reactants needed to synthesize it. The reactants are: [O:1]([CH2:8][C@@H:9]1[CH2:13][CH2:12][CH2:11][N:10]1[S:14]([C:17]1[CH:18]=[C:19]2[C:23](=[CH:24][CH:25]=1)[NH:22][C:21](=O)[C:20]12[O:31]CCCO1)(=[O:16])=[O:15])[C:2]1[CH:7]=[CH:6][CH:5]=[CH:4][CH:3]=1.Cl[CH2:33][C:34]1([C:39]#[N:40])[CH2:38][CH2:37][CH2:36][CH2:35]1. (2) Given the product [CH3:1][C@@H:2]1[CH2:7][CH2:6][C@@H:5]([CH2:8][O:9][C:32]2[CH:33]=[CH:34][C:29]([C:28]([F:37])([F:36])[F:27])=[CH:30][CH:31]=2)[CH2:4][N:3]1[C:14]([O:16][C:17]([CH3:20])([CH3:19])[CH3:18])=[O:15], predict the reactants needed to synthesize it. The reactants are: [CH3:1][C@@H:2]1[CH2:7][CH2:6][C@@H:5]([CH2:8][O:9]S(C)(=O)=O)[CH2:4][N:3]1[C:14]([O:16][C:17]([CH3:20])([CH3:19])[CH3:18])=[O:15].C(=O)([O-])[O-].[Cs+].[Cs+].[F:27][C:28]([F:37])([F:36])[C:29]1[CH:34]=[CH:33][C:32](O)=[CH:31][CH:30]=1.